Predict the reaction yield, written as a fraction of the theoretical maximum amount of product (1.0 means a 100% yield; for example, 0.34 means a 34% yield). From a dataset of Reaction yield outcomes from USPTO patents with 853,638 reactions. (1) The reactants are [OH:1][CH2:2][C:3]([CH3:8])([CH3:7])[C:4]([OH:6])=[O:5].[C:9](Cl)(=[O:11])[CH3:10]. No catalyst specified. The product is [C:9]([O:1][CH2:2][C:3]([CH3:8])([CH3:7])[C:4]([OH:6])=[O:5])(=[O:11])[CH3:10]. The yield is 0.810. (2) The reactants are C(OP([CH:9]([C:12]1[CH:17]=[CH:16][C:15]([Br:18])=[CH:14][CH:13]=1)[O:10][CH3:11])(=O)OCC)C.[H-].[Na+].[N:21]1[CH:26]=[CH:25][CH:24]=[N:23][C:22]=1[N:27]1[CH:32]2[CH2:33][CH2:34][CH:28]1[CH2:29][C:30](=O)[CH2:31]2. The catalyst is COCCOC. The product is [Br:18][C:15]1[CH:14]=[CH:13][C:12]([C:9]([O:10][CH3:11])=[C:30]2[CH2:31][CH:32]3[N:27]([C:22]4[N:21]=[CH:26][CH:25]=[CH:24][N:23]=4)[CH:28]([CH2:34][CH2:33]3)[CH2:29]2)=[CH:17][CH:16]=1. The yield is 0.300. (3) The reactants are [F:1][C:2]1[CH:7]=[CH:6][CH:5]=[CH:4][C:3]=1[C:8]1[C:9]([N:26]2[CH2:31][CH2:30][N:29]([C:32]([O:34][C:35]([CH3:38])([CH3:37])[CH3:36])=[O:33])[CH2:28][CH2:27]2)=[C:10]2[CH:16]=[CH:15][N:14](S(C3C=CC=CC=3)(=O)=O)[C:11]2=[N:12][CH:13]=1.C1COCC1.CO.[Li+].[OH-]. The catalyst is O. The product is [F:1][C:2]1[CH:7]=[CH:6][CH:5]=[CH:4][C:3]=1[C:8]1[C:9]([N:26]2[CH2:27][CH2:28][N:29]([C:32]([O:34][C:35]([CH3:38])([CH3:37])[CH3:36])=[O:33])[CH2:30][CH2:31]2)=[C:10]2[CH:16]=[CH:15][NH:14][C:11]2=[N:12][CH:13]=1. The yield is 0.893. (4) The reactants are [C:1]([C:4]1[S:8][C:7]([C:9]2[CH:10]=[CH:11][C:12](=[O:16])[N:13]([CH3:15])[CH:14]=2)=[CH:6][CH:5]=1)(=[O:3])[CH3:2].I[C:18]1[CH:23]=[CH:22][N:21]=[CH:20][CH:19]=1. No catalyst specified. The product is [OH:3][C:1]([C:4]1[S:8][C:7]([C:9]2[CH:10]=[CH:11][C:12](=[O:16])[N:13]([CH3:15])[CH:14]=2)=[CH:6][CH:5]=1)([C:18]1[CH:23]=[CH:22][N:21]=[CH:20][CH:19]=1)[CH3:2]. The yield is 0.210. (5) The reactants are O1CCCC1CCO.C([O:16][C:17]1[CH:22]=[C:21]([O:23][C:24]2[CH:29]=[CH:28][C:27]([C:30]([F:33])([F:32])[F:31])=[CH:26][N:25]=2)[CH:20]=[CH:19][C:18]=1/[CH:34]=[CH:35]/[C:36]([O:38][CH2:39][CH3:40])=[O:37])C1C=CC=CC=1. The catalyst is [C].[Pd]. The product is [OH:16][C:17]1[CH:22]=[C:21]([O:23][C:24]2[CH:29]=[CH:28][C:27]([C:30]([F:33])([F:31])[F:32])=[CH:26][N:25]=2)[CH:20]=[CH:19][C:18]=1[CH2:34][CH2:35][C:36]([O:38][CH2:39][CH3:40])=[O:37]. The yield is 0.940.